Regression/Classification. Given a drug SMILES string, predict its absorption, distribution, metabolism, or excretion properties. Task type varies by dataset: regression for continuous measurements (e.g., permeability, clearance, half-life) or binary classification for categorical outcomes (e.g., BBB penetration, CYP inhibition). Dataset: pgp_broccatelli. From a dataset of P-glycoprotein inhibition data for predicting drug efflux from Broccatelli et al.. The molecule is O=C(CCc1cccc2ccccc12)c1ccccc1OC[C@@H](O)CN1CCCCC1. The result is 1 (inhibitor).